The task is: Predict the reactants needed to synthesize the given product.. This data is from Full USPTO retrosynthesis dataset with 1.9M reactions from patents (1976-2016). Given the product [CH2:19]([NH:26][C:27](=[O:33])[CH:28]([CH3:32])[C:29]([NH:1][CH:2]1[C:8](=[O:9])[N:7]([CH3:10])[C:6]2[CH:11]=[CH:12][CH:13]=[CH:14][C:5]=2[C:4]2[CH:15]=[CH:16][CH:17]=[CH:18][C:3]1=2)=[O:30])[C:20]1[CH:25]=[CH:24][CH:23]=[CH:22][CH:21]=1, predict the reactants needed to synthesize it. The reactants are: [NH2:1][CH:2]1[C:8](=[O:9])[N:7]([CH3:10])[C:6]2[CH:11]=[CH:12][CH:13]=[CH:14][C:5]=2[C:4]2[CH:15]=[CH:16][CH:17]=[CH:18][C:3]1=2.[CH2:19]([NH:26][C:27](=[O:33])[CH:28]([CH3:32])[C:29](O)=[O:30])[C:20]1[CH:25]=[CH:24][CH:23]=[CH:22][CH:21]=1.